Regression/Classification. Given a drug SMILES string, predict its absorption, distribution, metabolism, or excretion properties. Task type varies by dataset: regression for continuous measurements (e.g., permeability, clearance, half-life) or binary classification for categorical outcomes (e.g., BBB penetration, CYP inhibition). Dataset: cyp2c19_veith. From a dataset of CYP2C19 inhibition data for predicting drug metabolism from PubChem BioAssay. (1) The result is 0 (non-inhibitor). The compound is O=S(=O)(c1ccccc1)N1CCC2(CC1)CN(c1ncccn1)C2. (2) The molecule is COc1ccc(S(=O)(=O)N(C)CC(=O)NCc2ccco2)cc1. The result is 1 (inhibitor). (3) The molecule is Cc1cccc(Oc2ncnc3onc(C)c23)c1C. The result is 1 (inhibitor). (4) The compound is Nc1ccccc1S[C@@H](C[N+](=O)[O-])c1ccc2c(c1)OCO2. The result is 1 (inhibitor).